From a dataset of Reaction yield outcomes from USPTO patents with 853,638 reactions. Predict the reaction yield, written as a fraction of the theoretical maximum amount of product (1.0 means a 100% yield; for example, 0.34 means a 34% yield). (1) The reactants are [CH3:1][C:2]1[CH:7]=[CH:6][C:5]([C:8](=O)[CH2:9][CH:10]([CH:13]=[NH:14])[C:11]#[N:12])=[CH:4][CH:3]=1.C1COCC1. The catalyst is C(O)(=O)C. The product is [CH3:1][C:2]1[CH:7]=[CH:6][C:5]([C:8]2[NH:12][CH:11]=[C:10]([C:13]#[N:14])[CH:9]=2)=[CH:4][CH:3]=1. The yield is 0.557. (2) The reactants are [CH3:1][CH:2]([CH3:39])[C@H:3]([NH:34][C:35](=[O:38])[O:36][CH3:37])[C:4](=[O:33])[N:5]1[CH2:9][CH2:8][CH2:7][C@H:6]1[C:10]1[NH:11][C:12]([C:15]2[CH:20]=[CH:19][C:18](B3OC(C)(C)C(C)(C)O3)=[C:17]([C:30]#[C:31][CH3:32])[CH:16]=2)=[CH:13][N:14]=1.Br[C:41]1[CH:42]=[C:43]2[C:66](=[CH:67][CH:68]=1)[C:47]1[NH:48][C:49]([C@@H:51]3[CH2:55][C@H:54]([CH2:56][O:57][CH3:58])[CH2:53][N:52]3[C:59]([O:61][C:62]([CH3:65])([CH3:64])[CH3:63])=[O:60])=[N:50][C:46]=1[CH:45]=[CH:44]2.C([O-])([O-])=O.[K+].[K+]. The catalyst is COCCOC.C1C=CC([P]([Pd]([P](C2C=CC=CC=2)(C2C=CC=CC=2)C2C=CC=CC=2)([P](C2C=CC=CC=2)(C2C=CC=CC=2)C2C=CC=CC=2)[P](C2C=CC=CC=2)(C2C=CC=CC=2)C2C=CC=CC=2)(C2C=CC=CC=2)C2C=CC=CC=2)=CC=1.C1C=CC(P(C2C=CC=CC=2)[C-]2C=CC=C2)=CC=1.C1C=CC(P(C2C=CC=CC=2)[C-]2C=CC=C2)=CC=1.Cl[Pd]Cl.[Fe+2]. The product is [CH3:37][O:36][C:35]([NH:34][C@@H:3]([CH:2]([CH3:39])[CH3:1])[C:4]([N:5]1[CH2:9][CH2:8][CH2:7][C@H:6]1[C:10]1[NH:11][C:12]([C:15]2[CH:20]=[CH:19][C:18]([C:42]3[CH:41]=[C:68]4[C:45](=[CH:44][CH:43]=3)[C:46]3[NH:50][C:49]([C@@H:51]5[CH2:55][C@H:54]([CH2:56][O:57][CH3:58])[CH2:53][N:52]5[C:59]([O:61][C:62]([CH3:63])([CH3:64])[CH3:65])=[O:60])=[N:48][C:47]=3[CH:66]=[CH:67]4)=[C:17]([C:30]#[C:31][CH3:32])[CH:16]=2)=[CH:13][N:14]=1)=[O:33])=[O:38]. The yield is 0.300.